This data is from Forward reaction prediction with 1.9M reactions from USPTO patents (1976-2016). The task is: Predict the product of the given reaction. (1) Given the reactants N1C=CC=C(C[C:8]([O:10][CH2:11][CH3:12])=[O:9])C=1.[CH3:13][N:14](P(N(C)C)(N(C)C)=O)[CH3:15].C[Si]([N-][Si](C)(C)C)(C)C.[K+].[F:34][CH:35]([F:67])[O:36][C:37]1[CH:38]=[C:39]([CH:47]([C:49]2[CH:54]=[CH:53][C:52]([C:55]([O:58][CH2:59][O:60][CH2:61][CH2:62][Si:63]([CH3:66])([CH3:65])[CH3:64])([CH3:57])[CH3:56])=[CH:51][CH:50]=2)Cl)[CH:40]=[CH:41][C:42]=1[O:43][CH:44]([F:46])[F:45], predict the reaction product. The product is: [C:8]([C:47]([C:39]1[CH:40]=[CH:41][C:42]([O:43][CH:44]([F:46])[F:45])=[C:37]([O:36][CH:35]([F:67])[F:34])[CH:38]=1)([C:49]1[CH:54]=[CH:53][C:52]([C:55]([O:58][CH2:59][O:60][CH2:61][CH2:62][Si:63]([CH3:66])([CH3:65])[CH3:64])([CH3:57])[CH3:56])=[CH:51][CH:50]=1)[CH2:41][C:42]1[CH:13]=[N:14][CH:15]=[CH:38][CH:37]=1)([O:10][CH2:11][CH3:12])=[O:9]. (2) Given the reactants [C:1]([O:4][C@@H:5]1[C@@H:10]([O:11][C:12](=[O:14])[CH3:13])[C@H:9]([O:15][C:16](=[O:18])[CH3:17])[C@@H:8]([O:19]/[C:20](/[C:29]([O:31][CH2:32][CH3:33])=[O:30])=[CH:21]\[C:22]2[CH:27]=[CH:26][CH:25]=[CH:24][C:23]=2F)[O:7][C@H:6]1[CH2:34][O:35][C:36](=[O:38])[CH3:37])(=[O:3])[CH3:2].[CH3:39]C1C=C(CC(=O)C(OCC)=O)C=CC=1.[H-].[Na+].[Br-].C(O[C@@H]1[C@@H](OC(=O)C)[C@@H](OC(=O)C)[C@@H](COC(=O)C)O[C@@H]1O)(=O)C, predict the reaction product. The product is: [C:1]([O:4][C@H:5]1[C@@H:10]([O:11][C:12](=[O:14])[CH3:13])[C@H:9]([O:15][C:16](=[O:18])[CH3:17])[C@@H:8]([O:19]/[C:20](/[C:29]([O:31][CH2:32][CH3:33])=[O:30])=[CH:21]\[C:22]2[CH:27]=[C:26]([CH3:39])[CH:25]=[CH:24][CH:23]=2)[O:7][C@H:6]1[CH2:34][O:35][C:36](=[O:38])[CH3:37])(=[O:3])[CH3:2]. (3) Given the reactants Cl.[NH2:2][C:3]1[N:4]=[C:5]([C:9]2[N:10]([CH2:25][C:26]3[C:30]4[CH:31]=[CH:32][CH:33]=[CH:34][C:29]=4[S:28][CH:27]=3)[N:11]=[C:12]3[C:17]=2[C:16](=[O:18])[N:15]([CH3:19])[C:14](=[O:20])[N:13]3[CH2:21][CH:22]([CH3:24])[CH3:23])[N:6]([CH3:8])[CH:7]=1.[C:35](Cl)(=[O:37])[CH3:36], predict the reaction product. The product is: [S:28]1[C:29]2[CH:34]=[CH:33][CH:32]=[CH:31][C:30]=2[C:26]([CH2:25][N:10]2[C:9]([C:5]3[N:6]([CH3:8])[CH:7]=[C:3]([NH:2][C:35](=[O:37])[CH3:36])[N:4]=3)=[C:17]3[C:12]([N:13]([CH2:21][CH:22]([CH3:24])[CH3:23])[C:14](=[O:20])[N:15]([CH3:19])[C:16]3=[O:18])=[N:11]2)=[CH:27]1. (4) Given the reactants [Cl:1][C:2]1[CH:3]=[C:4]([CH2:9][OH:10])[CH:5]=[N:6][C:7]=1[Cl:8].I[CH3:12].[H-].[Na+].[NH4+].[Cl-], predict the reaction product. The product is: [Cl:8][C:7]1[C:2]([Cl:1])=[CH:3][C:4]([CH2:9][O:10][CH3:12])=[CH:5][N:6]=1. (5) Given the reactants [O:1]=[C:2]1[C:10](=[O:11])[C:9]2[C:4](=[CH:5][CH:6]=[C:7]([S:12](Cl)(=[O:14])=[O:13])[CH:8]=2)[NH:3]1.C1COCC1.[NH:21]1[CH2:25][CH2:24][CH2:23][CH2:22]1.C(N(CC)C(C)C)(C)C, predict the reaction product. The product is: [N:21]1([S:12]([C:7]2[CH:8]=[C:9]3[C:4](=[CH:5][CH:6]=2)[NH:3][C:2](=[O:1])[C:10]3=[O:11])(=[O:14])=[O:13])[CH2:25][CH2:24][CH2:23][CH2:22]1.